This data is from Peptide-MHC class I binding affinity with 185,985 pairs from IEDB/IMGT. The task is: Regression. Given a peptide amino acid sequence and an MHC pseudo amino acid sequence, predict their binding affinity value. This is MHC class I binding data. (1) The binding affinity (normalized) is 0. The peptide sequence is TPPLVRLVFNL. The MHC is Mamu-A01 with pseudo-sequence Mamu-A01. (2) The peptide sequence is SSEQTFMYY. The MHC is HLA-B27:05 with pseudo-sequence HLA-B27:05. The binding affinity (normalized) is 0.0847. (3) The peptide sequence is NPTNISKCF. The MHC is HLA-B54:01 with pseudo-sequence HLA-B54:01. The binding affinity (normalized) is 0.246.